This data is from Full USPTO retrosynthesis dataset with 1.9M reactions from patents (1976-2016). The task is: Predict the reactants needed to synthesize the given product. (1) Given the product [NH2:21][C:20]1[N:14]([C:7]2[C:8]3[C:13](=[CH:12][CH:11]=[CH:10][CH:9]=3)[C:4]([CH:1]3[CH2:3][CH2:2]3)=[CH:5][CH:6]=2)[C:15]([SH:16])=[N:18][N:19]=1, predict the reactants needed to synthesize it. The reactants are: [CH:1]1([C:4]2[C:13]3[C:8](=[CH:9][CH:10]=[CH:11][CH:12]=3)[C:7]([N:14]=[C:15]=[S:16])=[CH:6][CH:5]=2)[CH2:3][CH2:2]1.Cl.[NH2:18][NH:19][C:20](N)=[NH:21].C(N(C(C)C)CC)(C)C. (2) The reactants are: [CH:1]1[CH:2]=[CH:3][N:4]2[CH2:10][C:9]3[CH:11]=[CH:12][CH:13]=[CH:14][C:8]=3[N:7]([C:15]([C:17]3[CH:22]=[CH:21][C:20](B4OC(C)(C)C(C)(C)O4)=[C:19]([CH3:32])[CH:18]=3)=[O:16])[CH2:6][C:5]=12.FC(F)(F)S(O[C:39]1[CH2:44][CH2:43][CH2:42][CH2:41][CH:40]=1)(=O)=O.C(=O)([O-])[O-].[Na+].[Na+]. Given the product [CH:1]1[CH:2]=[CH:3][N:4]2[CH2:10][C:9]3[CH:11]=[CH:12][CH:13]=[CH:14][C:8]=3[N:7]([C:15]([C:17]3[CH:22]=[CH:21][C:20]([C:39]4[CH2:44][CH2:43][CH2:42][CH2:41][CH:40]=4)=[C:19]([CH3:32])[CH:18]=3)=[O:16])[CH2:6][C:5]=12, predict the reactants needed to synthesize it. (3) Given the product [Br:22][C:11]1[C:12]([NH2:15])=[N:13][CH:14]=[C:9]([C:3]2[C:2]([CH3:1])=[CH:7][CH:6]=[CH:5][C:4]=2[CH3:8])[N:10]=1, predict the reactants needed to synthesize it. The reactants are: [CH3:1][C:2]1[CH:7]=[CH:6][CH:5]=[C:4]([CH3:8])[C:3]=1[C:9]1[N:10]=[CH:11][C:12]([NH2:15])=[N:13][CH:14]=1.N1C=CC=CC=1.[Br:22]Br.